From a dataset of Blood-brain barrier permeability regression values from the B3DB database. Regression/Classification. Given a drug SMILES string, predict its absorption, distribution, metabolism, or excretion properties. Task type varies by dataset: regression for continuous measurements (e.g., permeability, clearance, half-life) or binary classification for categorical outcomes (e.g., BBB penetration, CYP inhibition). For this dataset (b3db_regression), we predict Y. (1) The molecule is CN1C(=NN=N1)SCC2=C(N3[C@@H]([C@@](C3=O)(NC(=O)C4SC(=C(C(=O)N)C(=O)[O-])S4)OC)SC2)C(=O)[O-].[Na+].[Na+]. The Y is -1.89 log(BB ratio). (2) The molecule is CN1CCC23CCCCC2C1CC4=C3C=C(C=C4)O. The Y is 0 log(BB ratio). (3) The drug is CC1C2=C(C=CC=C2Cl)NC(=NCC(F)F)N1. The Y is 0.600 log(BB ratio). (4) The molecule is CC(=O)NCCCOC1=CC=CC(=C1)CN2CCCCC2. The Y is -0.460 log(BB ratio).